This data is from Peptide-MHC class I binding affinity with 185,985 pairs from IEDB/IMGT. The task is: Regression. Given a peptide amino acid sequence and an MHC pseudo amino acid sequence, predict their binding affinity value. This is MHC class I binding data. (1) The peptide sequence is TSPIPDKFF. The MHC is Mamu-A01 with pseudo-sequence Mamu-A01. The binding affinity (normalized) is 1.00. (2) The peptide sequence is TTFHQTLQD. The MHC is HLA-A11:01 with pseudo-sequence HLA-A11:01. The binding affinity (normalized) is 0.0100.